This data is from Catalyst prediction with 721,799 reactions and 888 catalyst types from USPTO. The task is: Predict which catalyst facilitates the given reaction. (1) Reactant: [Cl:1][C:2]1[N:3]=[N:4][C:5]([NH:13][NH2:14])=[CH:6][C:7]=1[N:8]1[CH2:12][CH2:11][CH2:10][CH2:9]1.[F:15][C:16]1[CH:23]=[C:22]([F:24])[CH:21]=[CH:20][C:17]=1[CH:18]=O. Product: [Cl:1][C:2]1[N:3]=[N:4][C:5]([NH:13][N:14]=[CH:18][C:17]2[CH:20]=[CH:21][C:22]([F:24])=[CH:23][C:16]=2[F:15])=[CH:6][C:7]=1[N:8]1[CH2:12][CH2:11][CH2:10][CH2:9]1. The catalyst class is: 33. (2) Reactant: [O:1]=[C:2]1[NH:10][C:5]2=[N:6][CH:7]=[CH:8][CH:9]=[C:4]2[C@:3]21[CH2:25][C:13]1[CH:14]=[C:15]3[C:20](=[CH:21][C:12]=1[CH2:11]2)[N:19]=[C:18]([C:22]([OH:24])=O)[CH:17]=[CH:16]3.[NH:26]1[CH2:31][CH2:30][CH:29]([N:32]2[C:37]3[CH:38]=[CH:39][CH:40]=[CH:41][C:36]=3[CH2:35][O:34][C:33]2=[O:42])[CH2:28][CH2:27]1.C(Cl)CCl.C(N(CC)CC)C. Product: [O:42]=[C:33]1[O:34][CH2:35][C:36]2[CH:41]=[CH:40][CH:39]=[CH:38][C:37]=2[N:32]1[CH:29]1[CH2:30][CH2:31][N:26]([C:22]([C:18]2[CH:17]=[CH:16][C:15]3[C:20](=[CH:21][C:12]4[CH2:11][C@:3]5([C:4]6[C:5](=[N:6][CH:7]=[CH:8][CH:9]=6)[NH:10][C:2]5=[O:1])[CH2:25][C:13]=4[CH:14]=3)[N:19]=2)=[O:24])[CH2:27][CH2:28]1. The catalyst class is: 3.